From a dataset of Antibody paratope prediction from SAbDab with 1,023 antibody chains. Token-level Classification. Given an antibody amino acid sequence, predict which amino acid positions are active in antigen binding. Output is a list of indices for active paratope positions. (1) Given the antibody sequence: EVKLVESGGGLVAPGGSLKLSCAASGFTFSSYPMSWVRQTPEKRLEWVAYINNGGGNPYYPDTVKGRFTISRDNAKNTLYLQMSSLKSEDTAIYYCIRQYYGFDYWGQGTTLTVSS, which amino acid positions are active in antigen binding (paratope)? The paratope positions are: [52, 83, 84, 85]. (2) Given the antibody sequence: QVTLRESGPALVKPTQTLTLTCTFSGFSLSTAGMSVGWIRQPPGKALEWLADIWWDDKKHYNPSLKDRLTISKDTSKNQVVLKVTNMDPADTATYYCARDMIFNFYFDVWGQGTTVTVSS, which amino acid positions are active in antigen binding (paratope)? The paratope positions are: [31, 32, 54, 84, 85, 86, 105, 106].